This data is from Full USPTO retrosynthesis dataset with 1.9M reactions from patents (1976-2016). The task is: Predict the reactants needed to synthesize the given product. Given the product [F:32][C:26]1[CH:27]=[C:28]([F:31])[CH:29]=[CH:30][C:25]=1[C@:17]([OH:24])([C@H:16]([NH:15][CH:11]1[CH2:12][CH2:13][N:8]([C:3]2[CH:4]=[CH:5][CH:6]=[CH:7][C:2]=2[F:1])[CH2:9][CH2:10]1)[CH3:33])[CH2:18][N:19]1[CH:23]=[N:22][CH:21]=[N:20]1, predict the reactants needed to synthesize it. The reactants are: [F:1][C:2]1[CH:7]=[CH:6][CH:5]=[CH:4][C:3]=1[N:8]1[CH2:13][CH2:12][C:11](=O)[CH2:10][CH2:9]1.[NH2:15][C@H:16]([CH3:33])[C@:17]([C:25]1[CH:30]=[CH:29][C:28]([F:31])=[CH:27][C:26]=1[F:32])([OH:24])[CH2:18][N:19]1[CH:23]=[N:22][CH:21]=[N:20]1.C([BH3-])#N.[Na+].